This data is from Forward reaction prediction with 1.9M reactions from USPTO patents (1976-2016). The task is: Predict the product of the given reaction. (1) Given the reactants [S:1]1[C:5](CO)=[CH:4][CH:3]=[C:2]1[CH2:8]O.S(Cl)([Cl:12])=O.[CH:14]([Cl:17])(Cl)Cl, predict the reaction product. The product is: [Cl:12][CH2:8][C:2]1[S:1][C:5]([CH2:14][Cl:17])=[CH:4][CH:3]=1. (2) Given the reactants [CH3:1][C:2]1([CH3:10])[C:6](=[O:7])[CH2:5][C:4]([CH3:9])([CH3:8])[O:3]1.C(O[CH:16](N(C)C)[N:17]([CH3:19])[CH3:18])(C)(C)C, predict the reaction product. The product is: [CH3:16][N:17]([CH:19]=[C:5]1[C:4]([CH3:9])([CH3:8])[O:3][C:2]([CH3:10])([CH3:1])[C:6]1=[O:7])[CH3:18]. (3) Given the reactants [Si:1]([O:8][C@@H:9]1[C@@:29]2([CH3:30])[C:13](=[CH:14][CH:15]=[C:16]3[C@@H:28]2[CH2:27][CH2:26][C@@:25]2([CH3:31])[C@H:17]3[CH2:18][CH:19]=[C:20]2[C:21]([OH:24])([CH3:23])[CH3:22])[CH2:12][C@@H:11]([O:32][Si:33]([C:36]([CH3:39])([CH3:38])[CH3:37])([CH3:35])[CH3:34])[CH2:10]1)([C:4]([CH3:7])([CH3:6])[CH3:5])([CH3:3])[CH3:2].Br[CH2:41][C:42]#[C:43][C:44]([O:47][Si:48]([CH2:53][CH3:54])([CH2:51][CH3:52])[CH2:49][CH3:50])([CH3:46])[CH3:45].[H-].[Na+].C1OCCOCCOCCOCCOC1, predict the reaction product. The product is: [Si:1]([O:8][C@@H:9]1[C@@:29]2([CH3:30])[C:13](=[CH:14][CH:15]=[C:16]3[C@@H:28]2[CH2:27][CH2:26][C@@:25]2([CH3:31])[C@H:17]3[CH2:18][CH:19]=[C:20]2[C:21]([O:24][CH2:41][C:42]#[C:43][C:44]([O:47][Si:48]([CH2:49][CH3:50])([CH2:51][CH3:52])[CH2:53][CH3:54])([CH3:45])[CH3:46])([CH3:23])[CH3:22])[CH2:12][C@@H:11]([O:32][Si:33]([C:36]([CH3:39])([CH3:38])[CH3:37])([CH3:34])[CH3:35])[CH2:10]1)([C:4]([CH3:7])([CH3:6])[CH3:5])([CH3:3])[CH3:2]. (4) Given the reactants [H-].[Na+].[F:3][C:4]1[CH:5]=[C:6]([CH2:11][C:12]([O:14]C)=O)[CH:7]=[CH:8][C:9]=1[F:10].ClC[CH2:18][CH2:19]I.[Cl-].[NH4+:22].C[N:24]([CH:26]=O)C, predict the reaction product. The product is: [NH2:22][N:24]1[CH2:26][CH2:19][CH2:18][CH:11]([C:6]2[CH:7]=[CH:8][C:9]([F:10])=[C:4]([F:3])[CH:5]=2)[C:12]1=[O:14].